This data is from NCI-60 drug combinations with 297,098 pairs across 59 cell lines. The task is: Regression. Given two drug SMILES strings and cell line genomic features, predict the synergy score measuring deviation from expected non-interaction effect. (1) Drug 1: C1=C(C(=O)NC(=O)N1)N(CCCl)CCCl. Drug 2: CC1=C(C=C(C=C1)NC(=O)C2=CC=C(C=C2)CN3CCN(CC3)C)NC4=NC=CC(=N4)C5=CN=CC=C5. Cell line: SNB-19. Synergy scores: CSS=38.9, Synergy_ZIP=8.87, Synergy_Bliss=10.7, Synergy_Loewe=4.37, Synergy_HSA=8.52. (2) Drug 1: CCC1(CC2CC(C3=C(CCN(C2)C1)C4=CC=CC=C4N3)(C5=C(C=C6C(=C5)C78CCN9C7C(C=CC9)(C(C(C8N6C=O)(C(=O)OC)O)OC(=O)C)CC)OC)C(=O)OC)O.OS(=O)(=O)O. Drug 2: C1=NC2=C(N1)C(=S)N=CN2. Cell line: A549. Synergy scores: CSS=29.3, Synergy_ZIP=-9.99, Synergy_Bliss=-4.24, Synergy_Loewe=-7.99, Synergy_HSA=-1.18. (3) Drug 1: CC(C)NC(=O)C1=CC=C(C=C1)CNNC.Cl. Drug 2: C1C(C(OC1N2C=NC3=C2NC=NCC3O)CO)O. Cell line: DU-145. Synergy scores: CSS=-15.8, Synergy_ZIP=10.3, Synergy_Bliss=6.83, Synergy_Loewe=-11.0, Synergy_HSA=-6.69.